Predict the product of the given reaction. From a dataset of Forward reaction prediction with 1.9M reactions from USPTO patents (1976-2016). (1) Given the reactants F[C:2]1[CH:3]=[C:4]([O:11][CH3:12])[CH:5]=[CH:6][C:7]=1[N+:8]([O-:10])=[O:9].[NH2:13][C:14]1[CH:15]=[C:16]([CH:19]=[CH:20][CH:21]=1)[C:17]#[N:18], predict the reaction product. The product is: [CH3:12][O:11][C:4]1[CH:5]=[CH:6][C:7]([N+:8]([O-:10])=[O:9])=[C:2]([NH:13][C:14]2[CH:15]=[C:16]([CH:19]=[CH:20][CH:21]=2)[C:17]#[N:18])[CH:3]=1. (2) Given the reactants CC(C)C[O:4][C:5]([C:7]1[C:12](=[O:13])[N:11]([CH2:14][C:15]2[C:20]([F:21])=[CH:19][C:18]([I:22])=[CH:17][C:16]=2[F:23])[N:10]2[CH2:24][CH2:25][CH2:26][C@:9]2([CH3:27])[C:8]=1[OH:28])=O.[F:30][C:31]([F:50])([F:49])[C:32]1[CH:38]=[CH:37][C:35]([NH2:36])=[C:34]([C:39]2[CH:40]=[N:41][C:42]([C:45]([F:48])([F:47])[F:46])=[CH:43][CH:44]=2)[CH:33]=1, predict the reaction product. The product is: [F:21][C:20]1[CH:19]=[C:18]([I:22])[CH:17]=[C:16]([F:23])[C:15]=1[CH2:14][N:11]1[C:12](=[O:13])[C:7]([C:5]([NH:36][C:35]2[CH:37]=[CH:38][C:32]([C:31]([F:30])([F:49])[F:50])=[CH:33][C:34]=2[C:39]2[CH:40]=[N:41][C:42]([C:45]([F:48])([F:46])[F:47])=[CH:43][CH:44]=2)=[O:4])=[C:8]([OH:28])[C@@:9]2([CH3:27])[CH2:26][CH2:25][CH2:24][N:10]12.